Dataset: Full USPTO retrosynthesis dataset with 1.9M reactions from patents (1976-2016). Task: Predict the reactants needed to synthesize the given product. (1) Given the product [CH:9]1[C:10]2[C:5](=[C:4]([O:3][CH:19]3[CH2:24][CH2:23][N:22]([C:25]([O:27][C:28]([CH3:31])([CH3:30])[CH3:29])=[O:26])[CH2:21][CH2:20]3)[CH:13]=[CH:12][CH:11]=2)[CH2:6][CH2:7][N:8]=1, predict the reactants needed to synthesize it. The reactants are: [Na+].[I-].[OH:3][C:4]1[CH:13]=[CH:12][CH:11]=[C:10]2[C:5]=1[CH:6]=[CH:7][N:8]=[CH:9]2.CS(O[CH:19]1[CH2:24][CH2:23][N:22]([C:25]([O:27][C:28]([CH3:31])([CH3:30])[CH3:29])=[O:26])[CH2:21][CH2:20]1)(=O)=O.C([O-])([O-])=O.[Cs+].[Cs+]. (2) The reactants are: [CH3:1][C:2]1([CH3:35])[O:6][C:5](=[O:7])[N:4]([C:8]2[CH:13]=[CH:12][C:11]([C:14]3[CH:15]=[C:16]([C:21]4[N:26]=[C:25]([C:27]#[N:28])[CH:24]=[CH:23][N:22]=4)[CH:17]=[N:18][C:19]=3F)=[CH:10][CH:9]=2)[C@H:3]1[C:29]1[CH:34]=[CH:33][CH:32]=[CH:31][CH:30]=1.[O:36]1CCOCC1.Cl. Given the product [CH3:1][C:2]1([CH3:35])[O:6][C:5](=[O:7])[N:4]([C:8]2[CH:13]=[CH:12][C:11]([C:14]3[C:19](=[O:36])[NH:18][CH:17]=[C:16]([C:21]4[N:26]=[C:25]([C:27]#[N:28])[CH:24]=[CH:23][N:22]=4)[CH:15]=3)=[CH:10][CH:9]=2)[C@H:3]1[C:29]1[CH:34]=[CH:33][CH:32]=[CH:31][CH:30]=1, predict the reactants needed to synthesize it.